From a dataset of Full USPTO retrosynthesis dataset with 1.9M reactions from patents (1976-2016). Predict the reactants needed to synthesize the given product. (1) Given the product [Br:35][CH2:2][CH2:3][O:4][C:5]1[CH:6]=[CH:7][C:8]([C:21]2[NH:30][C:29](=[O:31])[C:28]3[C:23](=[CH:24][C:25]([O:32][CH3:33])=[CH:26][CH:27]=3)[N:22]=2)=[N:9][C:10]=1[C:11]1[CH:16]=[CH:15][C:14]([S:17]([CH3:20])(=[O:19])=[O:18])=[CH:13][CH:12]=1, predict the reactants needed to synthesize it. The reactants are: O[CH2:2][CH2:3][O:4][C:5]1[CH:6]=[CH:7][C:8]([C:21]2[NH:30][C:29](=[O:31])[C:28]3[C:23](=[CH:24][C:25]([O:32][CH3:33])=[CH:26][CH:27]=3)[N:22]=2)=[N:9][C:10]=1[C:11]1[CH:16]=[CH:15][C:14]([S:17]([CH3:20])(=[O:19])=[O:18])=[CH:13][CH:12]=1.P(Br)(Br)[Br:35]. (2) Given the product [Cl:33][C:32]1[CH:6]=[CH:1][N:2]=[C:19]2[C:20]=1[CH:21]=[CH:22][NH:18]2, predict the reactants needed to synthesize it. The reactants are: [C:1]([Cu])#[N:2].P(OC)(OC)O[CH3:6].C(OC([N:18]1[C:22]2=NC=C(C3C=CSC=3)C=[C:21]2[C:20]([CH2:32][Cl:33])=[CH:19]1)=O)(C)(C)C.O. (3) Given the product [ClH:37].[CH2:1]([O:8][C:9]1[CH:14]=[CH:13][N:12]([C:15]2[CH:20]=[CH:19][C:18]3[C:21]4[CH2:27][CH2:26][NH:25][CH2:24][CH2:23][C:22]=4[S:35][C:17]=3[CH:16]=2)[C:11](=[O:36])[CH:10]=1)[C:2]1[CH:3]=[CH:4][CH:5]=[CH:6][CH:7]=1, predict the reactants needed to synthesize it. The reactants are: [CH2:1]([O:8][C:9]1[CH:14]=[CH:13][N:12]([C:15]2[CH:20]=[CH:19][C:18]3[C:21]4[CH2:27][CH2:26][N:25](C(OC(C)(C)C)=O)[CH2:24][CH2:23][C:22]=4[S:35][C:17]=3[CH:16]=2)[C:11](=[O:36])[CH:10]=1)[C:2]1[CH:7]=[CH:6][CH:5]=[CH:4][CH:3]=1.[ClH:37]. (4) Given the product [CH3:39][O:38][C:36]([C:35]1[CH:34]=[CH:33][C:32]([C:2]2[CH:7]=[CH:6][C:5]([CH:8]([CH3:26])[C:9]([OH:14])([C:15]3[CH:16]=[CH:17][C:18]4[O:22][C:21](=[O:23])[N:20]([CH3:24])[C:19]=4[CH:25]=3)[C:10]([F:11])([F:13])[F:12])=[C:4]([Cl:27])[CH:3]=2)=[CH:31][C:30]=1[O:29][CH3:28])=[O:37], predict the reactants needed to synthesize it. The reactants are: Br[C:2]1[CH:7]=[CH:6][C:5]([CH:8]([CH3:26])[C:9]([C:15]2[CH:16]=[CH:17][C:18]3[O:22][C:21](=[O:23])[N:20]([CH3:24])[C:19]=3[CH:25]=2)([OH:14])[C:10]([F:13])([F:12])[F:11])=[C:4]([Cl:27])[CH:3]=1.[CH3:28][O:29][C:30]1[CH:31]=[C:32](B(O)O)[CH:33]=[CH:34][C:35]=1[C:36]([O:38][CH3:39])=[O:37]. (5) Given the product [CH2:1]([N:3]1[CH:7]=[C:6]([CH2:8][OH:9])[CH:5]=[N:4]1)[CH3:2], predict the reactants needed to synthesize it. The reactants are: [CH2:1]([N:3]1[CH:7]=[C:6]([C:8](O)=[O:9])[CH:5]=[N:4]1)[CH3:2].B.Cl.C(=O)([O-])O.[Na+].